This data is from Reaction yield outcomes from USPTO patents with 853,638 reactions. The task is: Predict the reaction yield, written as a fraction of the theoretical maximum amount of product (1.0 means a 100% yield; for example, 0.34 means a 34% yield). (1) The reactants are [Br:1][C:2]1[CH:3]=[C:4]([O:12]C)[C:5]([Cl:11])=[C:6]([CH:10]=1)[C:7]([OH:9])=O.[C:14](Cl)(=O)[C:15](Cl)=O.CN(C=O)C.[Al+3].[Cl-].[Cl-].[Cl-]. The catalyst is C(Cl)Cl. The product is [Br:1][C:2]1[CH:3]=[C:4]([OH:12])[C:5]([Cl:11])=[C:6]([C:7]([C:15]2[CH:14]=[CH:6][CH:10]=[CH:2][CH:3]=2)=[O:9])[CH:10]=1. The yield is 1.00. (2) The product is [Br:20][C:21]1[CH:28]=[CH:27][C:24]([CH2:25][N:1]2[CH:5]=[C:4]([C:6]3[C:7]([NH2:12])=[N:8][CH:9]=[CH:10][CH:11]=3)[CH:3]=[N:2]2)=[CH:23][CH:22]=1. The reactants are [NH:1]1[CH:5]=[C:4]([C:6]2[C:7]([NH2:12])=[N:8][CH:9]=[CH:10][CH:11]=2)[CH:3]=[N:2]1.O1CCCC1.[H-].[Na+].[Br:20][C:21]1[CH:28]=[CH:27][C:24]([CH2:25]Br)=[CH:23][CH:22]=1. The catalyst is O.CN(C)C=O. The yield is 0.860. (3) The reactants are [CH3:1][O:2][C:3]1[CH:27]=[CH:26][C:6]([CH2:7][NH:8][C:9]2[CH:14]=[C:13]([O:15][C:16]3[CH:21]=[CH:20][C:19]([N+:22]([O-])=O)=[CH:18][C:17]=3[F:25])[N:12]=[CH:11][N:10]=2)=[CH:5][CH:4]=1.[Cl-].[NH4+]. The catalyst is [Zn].CO.C1COCC1. The product is [CH3:1][O:2][C:3]1[CH:4]=[CH:5][C:6]([CH2:7][NH:8][C:9]2[CH:14]=[C:13]([O:15][C:16]3[CH:21]=[CH:20][C:19]([NH2:22])=[CH:18][C:17]=3[F:25])[N:12]=[CH:11][N:10]=2)=[CH:26][CH:27]=1. The yield is 0.990. (4) The reactants are [F:1][C:2]([F:22])([F:21])[C:3]1[CH:4]=[C:5]([C:9]2[CH:14]=[C:13]([CH:15]([F:17])[F:16])[N:12]3[N:18]=[CH:19][CH:20]=[C:11]3[N:10]=2)[CH:6]=[CH:7][CH:8]=1.C([O-])(=O)C.[Na+].[I:28]Cl. The catalyst is C(O)(=O)C.O. The product is [I:28][C:20]1[CH:19]=[N:18][N:12]2[C:13]([CH:15]([F:16])[F:17])=[CH:14][C:9]([C:5]3[CH:6]=[CH:7][CH:8]=[C:3]([C:2]([F:21])([F:1])[F:22])[CH:4]=3)=[N:10][C:11]=12. The yield is 0.950.